Dataset: Catalyst prediction with 721,799 reactions and 888 catalyst types from USPTO. Task: Predict which catalyst facilitates the given reaction. (1) Reactant: [C:1]([O:5][C:6]([NH:8][C:9]1([C:15]([OH:17])=[O:16])[CH2:14][CH2:13][CH2:12][CH2:11][CH2:10]1)=[O:7])([CH3:4])([CH3:3])[CH3:2].CO.[CH3:20]C(O)=O. Product: [C:1]([O:5][C:6]([NH:8][C:9]1([C:15]([O:17][CH3:20])=[O:16])[CH2:14][CH2:13][CH2:12][CH2:11][CH2:10]1)=[O:7])([CH3:4])([CH3:2])[CH3:3]. The catalyst class is: 2. (2) Reactant: C(NCC)C.[CH3:6][C:7]1[NH:12][C:11](=[S:13])[NH:10][CH:9]([C:14]2[CH:19]=[CH:18][CH:17]=[CH:16][CH:15]=2)[C:8]=1[C:20]([O:22]CC=C)=[O:21]. Product: [CH3:6][C:7]1[NH:12][C:11](=[S:13])[NH:10][CH:9]([C:14]2[CH:19]=[CH:18][CH:17]=[CH:16][CH:15]=2)[C:8]=1[C:20]([OH:22])=[O:21]. The catalyst class is: 602. (3) Reactant: [CH3:1][O:2][C:3]1[CH:10]=[C:9]([C:11]([F:14])([F:13])[F:12])[CH:8]=[CH:7][C:4]=1C=O.ClC1C=C(C=CC=1)C(OO)=[O:20].C(N(CC)CC)C. Product: [CH3:1][O:2][C:3]1[CH:10]=[C:9]([C:11]([F:14])([F:13])[F:12])[CH:8]=[CH:7][C:4]=1[OH:20]. The catalyst class is: 4. (4) Reactant: [Cl:1][C:2]1[CH:10]=[C:9]2[C:5]([CH:6]=[CH:7][NH:8]2)=[CH:4][CH:3]=1.[H-].[Na+].[CH3:13][O:14][C:15]1[CH:20]=[CH:19][C:18]([S:21](Cl)(=[O:23])=[O:22])=[CH:17][C:16]=1[N:25]1[CH2:30][CH2:29][N:28]([C:31](=[O:36])[C:32]([Cl:35])([Cl:34])[Cl:33])[CH2:27][CH2:26]1. Product: [Cl:35][C:32]([Cl:33])([Cl:34])[C:31]([N:28]1[CH2:29][CH2:30][N:25]([C:16]2[CH:17]=[C:18]([S:21]([N:8]3[C:9]4[C:5](=[CH:4][CH:3]=[C:2]([Cl:1])[CH:10]=4)[CH:6]=[CH:7]3)(=[O:22])=[O:23])[CH:19]=[CH:20][C:15]=2[O:14][CH3:13])[CH2:26][CH2:27]1)=[O:36]. The catalyst class is: 1. (5) Reactant: [C:1]1([C:7]2[N:11]=[C:10]([N:12]3[CH2:17][CH2:16][NH:15][CH2:14][CH2:13]3)[S:9][N:8]=2)[CH:6]=[CH:5][CH:4]=[CH:3][CH:2]=1.C(N(CC)CC)C.[CH3:25][C:26]1[CH:31]=[CH:30][CH:29]=[CH:28][C:27]=1[N:32]=[C:33]=[O:34]. Product: [CH3:25][C:26]1[CH:31]=[CH:30][CH:29]=[CH:28][C:27]=1[NH:32][C:33]([N:15]1[CH2:16][CH2:17][N:12]([C:10]2[S:9][N:8]=[C:7]([C:1]3[CH:2]=[CH:3][CH:4]=[CH:5][CH:6]=3)[N:11]=2)[CH2:13][CH2:14]1)=[O:34]. The catalyst class is: 7. (6) Reactant: [C:1]1([C:6]2[CH:11]=[CH:10][C:9]([S:12]([CH3:15])(=[O:14])=[O:13])=[CH:8][C:7]=2[C:16]([N:18]2[CH2:23][CH2:22][N:21]([C:24]3[CH:29]=[CH:28][C:27]([C:30]([F:33])([F:32])[F:31])=[CH:26][CH:25]=3)[CH2:20][CH2:19]2)=[O:17])[CH2:5][CH2:4][CH2:3][CH:2]=1. Product: [CH:1]1([C:6]2[CH:11]=[CH:10][C:9]([S:12]([CH3:15])(=[O:14])=[O:13])=[CH:8][C:7]=2[C:16]([N:18]2[CH2:19][CH2:20][N:21]([C:24]3[CH:25]=[CH:26][C:27]([C:30]([F:32])([F:31])[F:33])=[CH:28][CH:29]=3)[CH2:22][CH2:23]2)=[O:17])[CH2:5][CH2:4][CH2:3][CH2:2]1. The catalyst class is: 19. (7) The catalyst class is: 1. Reactant: [F:1][C:2]1[CH:3]=[C:4]([C:13]2[CH:18]=[CH:17][C:16]([O:19][CH2:20][CH:21]3[CH2:26][CH2:25][N:24]([CH2:27][C:28]([F:31])([CH3:30])[CH3:29])[CH2:23][CH2:22]3)=[CH:15][CH:14]=2)[CH:5]=[CH:6][C:7]=1[C:8]([O:10]CC)=[O:9].CO.O.[Li+].[OH-]. Product: [F:1][C:2]1[CH:3]=[C:4]([C:13]2[CH:14]=[CH:15][C:16]([O:19][CH2:20][CH:21]3[CH2:26][CH2:25][N:24]([CH2:27][C:28]([F:31])([CH3:29])[CH3:30])[CH2:23][CH2:22]3)=[CH:17][CH:18]=2)[CH:5]=[CH:6][C:7]=1[C:8]([OH:10])=[O:9]. (8) Reactant: [CH2:1]([O:3][C:4]1[C:5](C(O)=O)=[N:6][C:7]([CH3:13])=[CH:8][C:9]=1[N+]([O-])=O)[CH3:2].C(Cl)(=O)C([Cl:20])=O.[CH3:23][OH:24].[C:25]([O-:28])([O-])=O.[Na+].[Na+]. Product: [Cl:20][C:9]1[CH:8]=[C:7]([CH3:13])[N:6]=[C:5]([C:23]([O:28][CH3:25])=[O:24])[C:4]=1[O:3][CH2:1][CH3:2]. The catalyst class is: 59. (9) Reactant: [CH3:1][N:2]1[CH2:7][CH2:6][N:5]([C:8]2[CH:13]=[CH:12][N:11]=[C:10]([NH:14][C:15]3[S:16][CH:17]=[CH:18][N:19]=3)[CH:9]=2)[CH2:4][CH2:3]1.[Br:20]Br.CCOCC. Product: [BrH:20].[Br:20][C:17]1[S:16][C:15]([NH:14][C:10]2[CH:9]=[C:8]([N:5]3[CH2:6][CH2:7][N:2]([CH3:1])[CH2:3][CH2:4]3)[CH:13]=[CH:12][N:11]=2)=[N:19][CH:18]=1. The catalyst class is: 15. (10) Reactant: [CH:1]1([N:4]2[CH2:9][CH2:8][C:7](=O)[CH2:6][CH2:5]2)[CH2:3][CH2:2]1.[C:11]([O:15][C:16](=[O:19])[NH:17][NH2:18])([CH3:14])([CH3:13])[CH3:12]. Product: [C:11]([O:15][C:16]([NH:17][N:18]=[C:7]1[CH2:8][CH2:9][N:4]([CH:1]2[CH2:3][CH2:2]2)[CH2:5][CH2:6]1)=[O:19])([CH3:14])([CH3:13])[CH3:12]. The catalyst class is: 1.